The task is: Regression/Classification. Given a drug SMILES string, predict its toxicity properties. Task type varies by dataset: regression for continuous values (e.g., LD50, hERG inhibition percentage) or binary classification for toxic/non-toxic outcomes (e.g., AMES mutagenicity, cardiotoxicity, hepatotoxicity). Dataset: ld50_zhu.. This data is from Acute oral toxicity (LD50) regression data from Zhu et al.. (1) The drug is CCCCCCCCCCCCCCCCCC(=O)NC(CCC(=O)O)C(=O)O. The rat oral LD50 is 2.14, given as -log10 of the dose in mol/kg body weight (higher means more acutely toxic). (2) The drug is Brc1ccccc1. The rat oral LD50 is 1.76, given as -log10 of the dose in mol/kg body weight (higher means more acutely toxic). (3) The molecule is CCCP(=O)(O)OCC. The rat oral LD50 is 1.82, given as -log10 of the dose in mol/kg body weight (higher means more acutely toxic). (4) The molecule is CC(C)[N+](=O)[O-]. The rat oral LD50 is 2.09, given as -log10 of the dose in mol/kg body weight (higher means more acutely toxic). (5) The molecule is COc1cc2c(cc1OC)C(CCc1ccc(Cl)cc1)N(C)CC2. The rat oral LD50 is 2.94, given as -log10 of the dose in mol/kg body weight (higher means more acutely toxic). (6) The molecule is O=NN(CC(F)(F)F)CC(F)(F)F. The rat oral LD50 is 2.85, given as -log10 of the dose in mol/kg body weight (higher means more acutely toxic). (7) The molecule is CNC(=O)Oc1ccccc1CCCSC. The rat oral LD50 is 3.04, given as -log10 of the dose in mol/kg body weight (higher means more acutely toxic). (8) The molecule is CNC(=O)N(C)c1nnc(C(F)(F)F)s1. The rat oral LD50 is 2.94, given as -log10 of the dose in mol/kg body weight (higher means more acutely toxic). (9) The drug is Cc1cc(S(=O)(=O)c2ccccc2)ccc1NS(=O)(=O)C(F)(F)F. The rat oral LD50 is 2.78, given as -log10 of the dose in mol/kg body weight (higher means more acutely toxic). (10) The molecule is CCC1(CCl)COC1. The rat oral LD50 is 2.37, given as -log10 of the dose in mol/kg body weight (higher means more acutely toxic).